From a dataset of Peptide-MHC class II binding affinity with 134,281 pairs from IEDB. Regression. Given a peptide amino acid sequence and an MHC pseudo amino acid sequence, predict their binding affinity value. This is MHC class II binding data. (1) The peptide sequence is KTKFLTRRLAGTFTW. The MHC is DRB1_0101 with pseudo-sequence DRB1_0101. The binding affinity (normalized) is 0.864. (2) The peptide sequence is EWVAMTKGEGGVWTF. The MHC is DRB1_1001 with pseudo-sequence DRB1_1001. The binding affinity (normalized) is 0.357. (3) The MHC is DRB1_0901 with pseudo-sequence DRB1_0901. The binding affinity (normalized) is 0.416. The peptide sequence is MAFLRSVSCLAAAVF. (4) The peptide sequence is TKKGNVWEVKSSKPLVGPFN. The MHC is DRB4_0101 with pseudo-sequence DRB4_0103. The binding affinity (normalized) is 0.692. (5) The peptide sequence is INEPTAIAIAYGLDR. The MHC is HLA-DQA10501-DQB10301 with pseudo-sequence HLA-DQA10501-DQB10301. The binding affinity (normalized) is 0.0548. (6) The peptide sequence is RIEEVTRMAMTDTTP. The MHC is HLA-DQA10501-DQB10302 with pseudo-sequence HLA-DQA10501-DQB10302. The binding affinity (normalized) is 0.417.